This data is from Reaction yield outcomes from USPTO patents with 853,638 reactions. The task is: Predict the reaction yield, written as a fraction of the theoretical maximum amount of product (1.0 means a 100% yield; for example, 0.34 means a 34% yield). (1) The reactants are [F:1][C:2]1[CH:3]=[C:4]([CH:8]=[CH:9][CH:10]=1)/[CH:5]=[N:6]\[OH:7].[Cl:11]N1C(=O)CCC1=O. The catalyst is CN(C=O)C. The product is [OH:7]/[N:6]=[C:5](\[Cl:11])/[C:4]1[CH:8]=[CH:9][CH:10]=[C:2]([F:1])[CH:3]=1. The yield is 0.730. (2) The reactants are [C:1]([C:3]1[CH:8]=[CH:7][CH:6]=[CH:5][C:4]=1[C:9]1[CH:36]=[CH:35][C:12]([C:13]([NH:15][CH2:16][CH:17]2[CH2:21][CH2:20][CH2:19][N:18]2[C:22](=[O:34])[CH2:23][CH2:24][CH2:25][NH:26]C(=O)OC(C)(C)C)=[O:14])=[C:11]([NH:37][CH2:38][CH2:39][C:40]2[CH:45]=[CH:44][CH:43]=[C:42]([F:46])[CH:41]=2)[N:10]=1)#[N:2].Cl. The catalyst is CO. The product is [NH2:26][CH2:25][CH2:24][CH2:23][C:22]([N:18]1[CH2:19][CH2:20][CH2:21][CH:17]1[CH2:16][NH:15][C:13](=[O:14])[C:12]1[CH:35]=[CH:36][C:9]([C:4]2[CH:5]=[CH:6][CH:7]=[CH:8][C:3]=2[C:1]#[N:2])=[N:10][C:11]=1[NH:37][CH2:38][CH2:39][C:40]1[CH:45]=[CH:44][CH:43]=[C:42]([F:46])[CH:41]=1)=[O:34]. The yield is 0.680. (3) The reactants are [CH2:1]([O:3][C:4](=[O:26])[C:5]([C:7]1[C:15]2[C:10](=[CH:11][C:12]([O:16]CC3C=CC=CC=3)=[CH:13][CH:14]=2)[N:9]([CH2:24][CH3:25])[CH:8]=1)=O)[CH3:2]. The catalyst is O1CCOCC1. The product is [CH2:1]([O:3][C:4](=[O:26])[CH2:5][C:7]1[C:15]2[C:10](=[CH:11][C:12]([OH:16])=[CH:13][CH:14]=2)[N:9]([CH2:24][CH3:25])[CH:8]=1)[CH3:2]. The yield is 0.950. (4) The reactants are N[C:2]1[NH:7][C:6](=[O:8])[C:5]2=[C:9]([I:22])[N:10]=[C:11]([C@H:12]3[CH2:17][CH2:16][C@H:15]([C:18]([O:20][CH3:21])=[O:19])[CH2:14][CH2:13]3)[N:4]2[N:3]=1.N(OC(C)(C)C)=O. The catalyst is C1COCC1.CN(C=O)C. The product is [I:22][C:9]1[N:10]=[C:11]([C@H:12]2[CH2:13][CH2:14][C@H:15]([C:18]([O:20][CH3:21])=[O:19])[CH2:16][CH2:17]2)[N:4]2[C:5]=1[C:6](=[O:8])[NH:7][CH:2]=[N:3]2. The yield is 0.670. (5) The yield is 0.320. The product is [CH2:3]([N:10]1[CH2:17][CH:16]2[O:18][CH:12]([CH2:13][N:14]([CH2:20][CH2:21][OH:22])[CH2:15]2)[CH2:11]1)[C:4]1[CH:5]=[CH:6][CH:7]=[CH:8][CH:9]=1. The catalyst is C1COCC1. The reactants are Cl.Cl.[CH2:3]([N:10]1[CH2:17][CH:16]2[O:18][CH:12]([CH2:13][NH:14][CH2:15]2)[CH2:11]1)[C:4]1[CH:9]=[CH:8][CH:7]=[CH:6][CH:5]=1.Br[CH2:20][CH2:21][OH:22].[I-].[K+].C(=O)([O-])[O-].[Cs+].[Cs+]. (6) The reactants are [Br:1][C:2]1[CH:15]=[C:14]2[C:5]([CH2:6][C:7]3([C:13]2=[NH:16])[CH2:12][CH2:11][O:10][CH2:9][CH2:8]3)=[CH:4][CH:3]=1.O=[C:18]([CH3:22])[C:19](=[S:21])[NH2:20]. The catalyst is CO. The product is [Br:1][C:2]1[CH:15]=[C:14]2[C:5]([CH2:6][C:7]3([C:13]42[NH:20][C:19](=[S:21])[C:18]([CH3:22])=[N:16]4)[CH2:12][CH2:11][O:10][CH2:9][CH2:8]3)=[CH:4][CH:3]=1. The yield is 0.950. (7) The yield is 0.810. The reactants are [Br:1][C:2]1[CH:3]=[C:4]2[C:11]3([CH2:16][CH2:15][S:14][C:13]([NH2:17])=[N:12]3)[CH2:10][CH:9]([C:18]3[CH:23]=[CH:22][CH:21]=[CH:20][CH:19]=3)[O:8][C:5]2=[CH:6][CH:7]=1.[CH3:24][C:25]([O:28][C:29](O[C:29]([O:28][C:25]([CH3:27])([CH3:26])[CH3:24])=[O:30])=[O:30])([CH3:27])[CH3:26]. The product is [Br:1][C:2]1[CH:3]=[C:4]2[C:11]3([CH2:16][CH2:15][S:14][C:13]([NH:17][C:29](=[O:30])[O:28][C:25]([CH3:27])([CH3:26])[CH3:24])=[N:12]3)[CH2:10][CH:9]([C:18]3[CH:19]=[CH:20][CH:21]=[CH:22][CH:23]=3)[O:8][C:5]2=[CH:6][CH:7]=1. The catalyst is C1COCC1.